The task is: Predict the product of the given reaction.. This data is from Forward reaction prediction with 1.9M reactions from USPTO patents (1976-2016). (1) Given the reactants [Li+].CCC[CH2-].Br[C:7]1[CH:8]=[CH:9][C:10]([O:13][CH3:14])=[N:11][CH:12]=1.C1C[O:18][CH2:17]C1, predict the reaction product. The product is: [CH3:14][O:13][C:10]1[N:11]=[CH:12][C:7]([CH:17]=[O:18])=[CH:8][CH:9]=1. (2) Given the reactants [CH2:1]([O:3][C:4](=[O:20])[C:5]([O:8][C:9]1[CH:14]=[CH:13][C:12]([CH:15]([NH2:18])[CH2:16][CH3:17])=[CH:11][C:10]=1[CH3:19])([CH3:7])[CH3:6])[CH3:2].[CH:21]1([C:24]2[C:29]([C:30](O)=[O:31])=[CH:28][N:27]=[C:26]([C:33]3[CH:38]=[CH:37][CH:36]=[C:35]([C:39]([F:42])([F:41])[F:40])[CH:34]=3)[N:25]=2)[CH2:23][CH2:22]1, predict the reaction product. The product is: [CH2:1]([O:3][C:4](=[O:20])[C:5]([O:8][C:9]1[CH:14]=[CH:13][C:12]([CH:15]([NH:18][C:30]([C:29]2[C:24]([CH:21]3[CH2:23][CH2:22]3)=[N:25][C:26]([C:33]3[CH:38]=[CH:37][CH:36]=[C:35]([C:39]([F:41])([F:42])[F:40])[CH:34]=3)=[N:27][CH:28]=2)=[O:31])[CH2:16][CH3:17])=[CH:11][C:10]=1[CH3:19])([CH3:6])[CH3:7])[CH3:2]. (3) Given the reactants [CH2:1]([O:3][C:4]([C@H:6]1[CH2:8][C@@H:7]1[C:9]1[CH:14]=[CH:13][C:12]([O:15][C@H:16]2[C:24]3[C:19](=[C:20](Br)[CH:21]=[CH:22][C:23]=3[F:25])[CH2:18][CH2:17]2)=[CH:11][CH:10]=1)=[O:5])[CH3:2].[B:27]1([B:27]2[O:31][C:30]([CH3:33])([CH3:32])[C:29]([CH3:35])([CH3:34])[O:28]2)[O:31][C:30]([CH3:33])([CH3:32])[C:29]([CH3:35])([CH3:34])[O:28]1.C([O-])(=O)C.[K+], predict the reaction product. The product is: [CH2:1]([O:3][C:4]([C@H:6]1[CH2:8][C@@H:7]1[C:9]1[CH:14]=[CH:13][C:12]([O:15][C@H:16]2[C:24]3[C:19](=[C:20]([B:27]4[O:31][C:30]([CH3:33])([CH3:32])[C:29]([CH3:35])([CH3:34])[O:28]4)[CH:21]=[CH:22][C:23]=3[F:25])[CH2:18][CH2:17]2)=[CH:11][CH:10]=1)=[O:5])[CH3:2].